Dataset: Reaction yield outcomes from USPTO patents with 853,638 reactions. Task: Predict the reaction yield, written as a fraction of the theoretical maximum amount of product (1.0 means a 100% yield; for example, 0.34 means a 34% yield). (1) The reactants are C(OC(=O)[NH:7][C:8]1[CH:13]=[CH:12][C:11]([C:14]2[CH2:18][CH:17]([C:19]3[CH:24]=[CH:23][C:22]([C:25]([F:28])([F:27])[F:26])=[CH:21][CH:20]=3)[O:16][N:15]=2)=[CH:10][CH:9]=1)(C)(C)C.FC(F)(F)C(O)=O. The catalyst is C(Cl)Cl. The product is [F:28][C:25]([F:26])([F:27])[C:22]1[CH:21]=[CH:20][C:19]([CH:17]2[O:16][N:15]=[C:14]([C:11]3[CH:12]=[CH:13][C:8]([NH2:7])=[CH:9][CH:10]=3)[CH2:18]2)=[CH:24][CH:23]=1. The yield is 0.900. (2) The yield is 0.850. The reactants are [Br:1][C:2]1[CH:3]=[C:4]([CH2:8]P(=O)(OCC)OCC)[CH:5]=[CH:6][CH:7]=1.[CH3:17][N:18]1[CH:23]2[CH2:24][CH2:25][CH:19]1[CH2:20][C:21](=O)[CH2:22]2. The catalyst is C1COCC1. The product is [Br:1][C:2]1[CH:3]=[C:4]([CH:8]=[C:21]2[CH2:22][CH:23]3[N:18]([CH3:17])[CH:19]([CH2:25][CH2:24]3)[CH2:20]2)[CH:5]=[CH:6][CH:7]=1. (3) The reactants are [NH2:1][C:2]1[CH:9]=[CH:8][C:7]([N+:10]([O-:12])=[O:11])=[CH:6][C:3]=1[C:4]#[N:5].CO[CH:15](OC)[N:16]([CH3:18])[CH3:17]. No catalyst specified. The product is [C:4]([C:3]1[CH:6]=[C:7]([N+:10]([O-:12])=[O:11])[CH:8]=[CH:9][C:2]=1[N:1]=[CH:15][N:16]([CH3:18])[CH3:17])#[N:5]. The yield is 0.970. (4) The reactants are [Cl:1][C:2]1[C:7]([O:8][CH2:9][C:10]#[CH:11])=[CH:6][C:5]([NH:12][C:13](=O)[CH:14]=[N:15][O:16][CH3:17])=[C:4]([F:19])[CH:3]=1.P(Cl)(Cl)(Cl)(Cl)Cl.[NH:26]1[CH2:30][CH2:29][CH2:28][CH2:27]1. The catalyst is C1C=CC=CC=1.ClCCl. The product is [CH3:17][O:16][N:15]=[CH:14][C:13](=[N:12][C:5]1[CH:6]=[C:7]([O:8][CH2:9][C:10]#[CH:11])[C:2]([Cl:1])=[CH:3][C:4]=1[F:19])[N:26]1[CH2:30][CH2:29][CH2:28][CH2:27]1. The yield is 0.640. (5) The reactants are [Cl-].O[NH3+:3].[C:4](=[O:7])([O-])[OH:5].[Na+].CS(C)=O.[OH:13][C:14]1([CH2:20][N:21]2[C:26](=[O:27])[C:25]([CH2:28][C:29]3[CH:34]=[CH:33][C:32]([C:35]4[C:36]([C:41]#[N:42])=[CH:37][CH:38]=[CH:39][CH:40]=4)=[CH:31][CH:30]=3)=[C:24]([CH2:43][CH2:44][CH3:45])[N:23]=[C:22]2[CH3:46])[CH2:19][CH2:18][O:17][CH2:16][CH2:15]1. The catalyst is C(OCC)(=O)C. The product is [OH:13][C:14]1([CH2:20][N:21]2[C:26](=[O:27])[C:25]([CH2:28][C:29]3[CH:34]=[CH:33][C:32]([C:35]4[CH:40]=[CH:39][CH:38]=[CH:37][C:36]=4[C:41]4[NH:3][C:4](=[O:7])[O:5][N:42]=4)=[CH:31][CH:30]=3)=[C:24]([CH2:43][CH2:44][CH3:45])[N:23]=[C:22]2[CH3:46])[CH2:19][CH2:18][O:17][CH2:16][CH2:15]1. The yield is 0.180. (6) The reactants are [CH2:1]([N:3]1[C:11]2[CH:10]=[C:9](C(O)=O)[N:8]=[CH:7][C:6]=2[C:5]([CH3:15])=[CH:4]1)[CH3:2].C1(P([N:30]=[N+]=[N-])(C2C=CC=CC=2)=O)C=CC=CC=1.[CH3:33][C:34]([OH:37])([CH3:36])[CH3:35].C1[CH2:42][O:41]CC1. No catalyst specified. The product is [CH2:1]([N:3]1[C:11]2[CH:10]=[C:9]([NH:30][C:42](=[O:41])[O:37][C:34]([CH3:36])([CH3:35])[CH3:33])[N:8]=[CH:7][C:6]=2[C:5]([CH3:15])=[CH:4]1)[CH3:2]. The yield is 0.380. (7) The reactants are [NH2:1][CH:2]([C:4]1[CH:5]=[C:6]([CH:11]=[CH:12][CH:13]=1)[C:7]([O:9][CH3:10])=[O:8])[CH3:3].[Cl:14][C:15]1[CH:20]=[N:19][CH:18]=[C:17](Cl)[N:16]=1.C(=O)([O-])[O-].[K+].[K+]. The catalyst is O1CCOCC1. The product is [Cl:14][C:15]1[N:16]=[C:17]([NH:1][CH:2]([C:4]2[CH:5]=[C:6]([CH:11]=[CH:12][CH:13]=2)[C:7]([O:9][CH3:10])=[O:8])[CH3:3])[CH:18]=[N:19][CH:20]=1. The yield is 0.150.